From a dataset of NCI-60 drug combinations with 297,098 pairs across 59 cell lines. Regression. Given two drug SMILES strings and cell line genomic features, predict the synergy score measuring deviation from expected non-interaction effect. (1) Drug 1: C1=NC2=C(N1)C(=S)N=CN2. Drug 2: CC1C(C(CC(O1)OC2CC(CC3=C2C(=C4C(=C3O)C(=O)C5=C(C4=O)C(=CC=C5)OC)O)(C(=O)CO)O)N)O.Cl. Cell line: DU-145. Synergy scores: CSS=43.3, Synergy_ZIP=-8.80, Synergy_Bliss=-7.07, Synergy_Loewe=-3.93, Synergy_HSA=-2.62. (2) Drug 1: COC1=NC(=NC2=C1N=CN2C3C(C(C(O3)CO)O)O)N. Drug 2: C(CCl)NC(=O)N(CCCl)N=O. Cell line: OVCAR-4. Synergy scores: CSS=-0.779, Synergy_ZIP=2.34, Synergy_Bliss=3.47, Synergy_Loewe=-1.70, Synergy_HSA=-0.921. (3) Drug 1: CCC1=C2CN3C(=CC4=C(C3=O)COC(=O)C4(CC)O)C2=NC5=C1C=C(C=C5)O. Drug 2: CS(=O)(=O)CCNCC1=CC=C(O1)C2=CC3=C(C=C2)N=CN=C3NC4=CC(=C(C=C4)OCC5=CC(=CC=C5)F)Cl. Cell line: HS 578T. Synergy scores: CSS=23.6, Synergy_ZIP=-7.79, Synergy_Bliss=-4.31, Synergy_Loewe=-42.9, Synergy_HSA=-3.69. (4) Drug 1: CC1=C(C(=CC=C1)Cl)NC(=O)C2=CN=C(S2)NC3=CC(=NC(=N3)C)N4CCN(CC4)CCO. Drug 2: CCN(CC)CCCC(C)NC1=C2C=C(C=CC2=NC3=C1C=CC(=C3)Cl)OC. Cell line: HT29. Synergy scores: CSS=37.9, Synergy_ZIP=5.54, Synergy_Bliss=7.02, Synergy_Loewe=6.85, Synergy_HSA=8.05. (5) Drug 1: CNC(=O)C1=NC=CC(=C1)OC2=CC=C(C=C2)NC(=O)NC3=CC(=C(C=C3)Cl)C(F)(F)F. Drug 2: CC(C)CN1C=NC2=C1C3=CC=CC=C3N=C2N. Cell line: 786-0. Synergy scores: CSS=-1.33, Synergy_ZIP=0.413, Synergy_Bliss=-0.585, Synergy_Loewe=-1.23, Synergy_HSA=-1.47. (6) Drug 1: COCCOC1=C(C=C2C(=C1)C(=NC=N2)NC3=CC=CC(=C3)C#C)OCCOC.Cl. Drug 2: CC1C(C(CC(O1)OC2CC(CC3=C2C(=C4C(=C3O)C(=O)C5=C(C4=O)C(=CC=C5)OC)O)(C(=O)CO)O)N)O.Cl. Cell line: OVCAR-4. Synergy scores: CSS=46.7, Synergy_ZIP=-4.93, Synergy_Bliss=-3.13, Synergy_Loewe=1.25, Synergy_HSA=2.14. (7) Cell line: MDA-MB-435. Drug 2: CC1=C(C=C(C=C1)C(=O)NC2=CC(=CC(=C2)C(F)(F)F)N3C=C(N=C3)C)NC4=NC=CC(=N4)C5=CN=CC=C5. Synergy scores: CSS=4.54, Synergy_ZIP=-1.55, Synergy_Bliss=-0.148, Synergy_Loewe=2.22, Synergy_HSA=-0.151. Drug 1: CC(C)(C#N)C1=CC(=CC(=C1)CN2C=NC=N2)C(C)(C)C#N. (8) Drug 1: CC1=C2C(C(=O)C3(C(CC4C(C3C(C(C2(C)C)(CC1OC(=O)C(C(C5=CC=CC=C5)NC(=O)OC(C)(C)C)O)O)OC(=O)C6=CC=CC=C6)(CO4)OC(=O)C)O)C)O. Drug 2: CN1C2=C(C=C(C=C2)N(CCCl)CCCl)N=C1CCCC(=O)O.Cl. Cell line: M14. Synergy scores: CSS=12.1, Synergy_ZIP=-6.60, Synergy_Bliss=1.25, Synergy_Loewe=-18.5, Synergy_HSA=1.39. (9) Drug 2: C(CC(=O)O)C(=O)CN.Cl. Cell line: OVCAR3. Synergy scores: CSS=44.4, Synergy_ZIP=-11.4, Synergy_Bliss=-9.67, Synergy_Loewe=-42.0, Synergy_HSA=-7.45. Drug 1: CCC1(CC2CC(C3=C(CCN(C2)C1)C4=CC=CC=C4N3)(C5=C(C=C6C(=C5)C78CCN9C7C(C=CC9)(C(C(C8N6C)(C(=O)OC)O)OC(=O)C)CC)OC)C(=O)OC)O.OS(=O)(=O)O.